Dataset: Full USPTO retrosynthesis dataset with 1.9M reactions from patents (1976-2016). Task: Predict the reactants needed to synthesize the given product. (1) Given the product [C:1]([O:5][C:6]([N:8]1[CH2:13][CH2:12][N:11]([C:14]2[CH:15]=[C:16]3[C:20](=[CH:21][CH:22]=2)[NH:19][CH:18]=[CH:17]3)[CH:10]([CH2:30][C:31]2[CH:32]=[CH:33][CH:34]=[CH:35][CH:36]=2)[CH2:9]1)=[O:7])([CH3:4])([CH3:2])[CH3:3], predict the reactants needed to synthesize it. The reactants are: [C:1]([O:5][C:6]([N:8]1[CH2:13][CH2:12][N:11]([C:14]2[CH:15]=[C:16]3[C:20](=[CH:21][CH:22]=2)[N:19]([Si](C(C)(C)C)(C)C)[CH:18]=[CH:17]3)[CH:10]([CH2:30][C:31]2[CH:36]=[CH:35][CH:34]=[CH:33][CH:32]=2)[CH2:9]1)=[O:7])([CH3:4])([CH3:3])[CH3:2].CCCC[N+](CCCC)(CCCC)CCCC.[F-]. (2) Given the product [Cl:41][CH2:40][CH2:39][N:15]([CH2:14][CH2:13][Cl:12])[P:16]([N:32]([CH2:36][CH2:37][Cl:38])[CH2:33][CH2:34][Cl:35])(=[O:31])[O:17][CH2:18][CH2:19][S:7][CH2:6][CH2:5][N:4]([CH2:8][CH3:9])[CH2:2][CH3:3], predict the reactants needed to synthesize it. The reactants are: Cl.[CH2:2]([N:4]([CH2:8][CH3:9])[CH2:5][CH2:6][SH:7])[CH3:3].[OH-].[Na+].[Cl:12][CH2:13][CH2:14][N:15]([CH2:39][CH2:40][Cl:41])[P:16]([N:32]([CH2:36][CH2:37][Cl:38])[CH2:33][CH2:34][Cl:35])(=[O:31])[O:17][CH2:18][CH2:19]OS(C1C=CC(Br)=CC=1)(=O)=O. (3) Given the product [NH:1]1[C:5]2[CH:6]=[CH:7][CH:8]=[CH:9][C:4]=2[N:3]=[C:2]1[C:10]1[C:18]2[C:13](=[CH:14][CH:15]=[C:16]([C:34]3[CH:35]=[CH:36][C:31]([C:28]([CH3:30])([CH3:29])[C:26]#[N:27])=[CH:32][CH:33]=3)[CH:17]=2)[N:12]([CH:20]2[CH2:25][CH2:24][CH2:23][CH2:22][O:21]2)[N:11]=1, predict the reactants needed to synthesize it. The reactants are: [NH:1]1[C:5]2[CH:6]=[CH:7][CH:8]=[CH:9][C:4]=2[N:3]=[C:2]1[C:10]1[C:18]2[C:13](=[CH:14][CH:15]=[C:16](Br)[CH:17]=2)[N:12]([CH:20]2[CH2:25][CH2:24][CH2:23][CH2:22][O:21]2)[N:11]=1.[C:26]([C:28]([C:31]1[CH:36]=[CH:35][C:34](B(O)O)=[CH:33][CH:32]=1)([CH3:30])[CH3:29])#[N:27].C1(P(C2C=CC=CC=2)C2C=CC=CC=2)C=CC=CC=1.C([O-])([O-])=O.[Na+].[Na+]. (4) The reactants are: [C:1]([C:3]1[CH:4]=[C:5]([NH:9][C:10]2[C:19]3[C:14](=[CH:15][C:16]([O:23][C@H:24]4[CH2:28][CH2:27][O:26][CH2:25]4)=[C:17]([N+:20]([O-])=O)[CH:18]=3)[N:13]=[CH:12][N:11]=2)[CH:6]=[CH:7][CH:8]=1)#[CH:2].Cl.N.CO.O. Given the product [C:1]([C:3]1[CH:4]=[C:5]([NH:9][C:10]2[C:19]3[C:14](=[CH:15][C:16]([O:23][C@H:24]4[CH2:28][CH2:27][O:26][CH2:25]4)=[C:17]([NH2:20])[CH:18]=3)[N:13]=[CH:12][N:11]=2)[CH:6]=[CH:7][CH:8]=1)#[CH:2], predict the reactants needed to synthesize it.